Predict the reactants needed to synthesize the given product. From a dataset of Retrosynthesis with 50K atom-mapped reactions and 10 reaction types from USPTO. (1) The reactants are: CN(C)C(On1nnc2ccccc21)=[N+](C)C.Nc1ccc2nc(Nc3ccc(S(N)(=O)=O)cc3)ncc2c1. Given the product CC(=O)Nc1ccc2nc(Nc3ccc(S(N)(=O)=O)cc3)ncc2c1, predict the reactants needed to synthesize it. (2) The reactants are: CSc1ccc(C=O)cc1Br. Given the product CSc1ccc(CO)cc1Br, predict the reactants needed to synthesize it. (3) Given the product O=C(Cn1cc(Cl)cnc1=O)c1ccsc1, predict the reactants needed to synthesize it. The reactants are: O=C(CBr)c1ccsc1.O=c1ncc(Cl)c[nH]1. (4) Given the product O=C1Nc2ccc(I)cc2C1=NNC(=O)c1ccc(NC(=O)c2ccco2)cc1, predict the reactants needed to synthesize it. The reactants are: NNC(=O)c1ccc(NC(=O)c2ccco2)cc1.O=C1Nc2ccc(I)cc2C1=O. (5) The reactants are: CCc1[nH]c2nc(Sc3cnc4nccnc4c3)nc(N3CC(NC(=O)OC(C)(C)C)C3)c2c1Cl. Given the product CCc1[nH]c2nc(Sc3cnc4nccnc4c3)nc(N3CC(N)C3)c2c1Cl, predict the reactants needed to synthesize it. (6) Given the product CCOC(=O)c1cc(OC(F)(F)F)c(C2OCCO2)c(Cl)c1N, predict the reactants needed to synthesize it. The reactants are: CCOC(=O)c1cc(OC(F)(F)F)c(C=O)c(Cl)c1N.OCCO. (7) Given the product CC(=O)NC(CCn1c(Sc2cc3c(cc2Br)OCO3)nc2c(N)ncnc21)C1CC1, predict the reactants needed to synthesize it. The reactants are: CC(=O)Cl.Nc1ncnc2c1nc(Sc1cc3c(cc1Br)OCO3)n2CCC(N)C1CC1.